Dataset: Full USPTO retrosynthesis dataset with 1.9M reactions from patents (1976-2016). Task: Predict the reactants needed to synthesize the given product. (1) Given the product [CH2:1]([CH:3]1[CH2:7][O:6][C:5](=[O:8])[N:4]1[CH2:9][C:10]1[CH:15]=[CH:14][CH:13]=[CH:12][C:11]=1[NH:16][S:26]([C:25]([F:38])([F:37])[F:24])(=[O:28])=[O:27])[CH3:2], predict the reactants needed to synthesize it. The reactants are: [CH2:1]([CH:3]1[CH2:7][O:6][C:5](=[O:8])[N:4]1[CH2:9][C:10]1[CH:15]=[CH:14][CH:13]=[CH:12][C:11]=1[NH2:16])[CH3:2].C(N(CC)CC)C.[F:24][C:25]([F:38])([F:37])[S:26](O[S:26]([C:25]([F:38])([F:37])[F:24])(=[O:28])=[O:27])(=[O:28])=[O:27]. (2) Given the product [C:36]([NH:1][CH2:2][CH2:3][CH2:4][C@H:5]([NH:13][C:14]([C:16]1[C:17](=[O:35])[N:18]([CH:22]([C:29]2[CH:34]=[CH:33][CH:32]=[CH:31][CH:30]=2)[C:23]2[CH:28]=[CH:27][CH:26]=[CH:25][CH:24]=2)[CH:19]=[CH:20][CH:21]=1)=[O:15])[C:6]([O:8][C:9]([CH3:12])([CH3:11])[CH3:10])=[O:7])(=[O:38])[CH3:37], predict the reactants needed to synthesize it. The reactants are: [NH2:1][CH2:2][CH2:3][CH2:4][C@H:5]([NH:13][C:14]([C:16]1[C:17](=[O:35])[N:18]([CH:22]([C:29]2[CH:34]=[CH:33][CH:32]=[CH:31][CH:30]=2)[C:23]2[CH:28]=[CH:27][CH:26]=[CH:25][CH:24]=2)[CH:19]=[CH:20][CH:21]=1)=[O:15])[C:6]([O:8][C:9]([CH3:12])([CH3:11])[CH3:10])=[O:7].[C:36](OC(=O)C)(=[O:38])[CH3:37].